This data is from Full USPTO retrosynthesis dataset with 1.9M reactions from patents (1976-2016). The task is: Predict the reactants needed to synthesize the given product. Given the product [CH2:1]([N:8]1[CH2:12][C@H:11]([CH2:13][C:14]2[CH:19]=[CH:18][CH:17]=[CH:16][CH:15]=2)[C@@H:10]([CH2:20][N:21]([C:22]2[CH:23]=[CH:24][CH:25]=[CH:26][CH:27]=2)[C:28]2[CH:29]=[C:30]([OH:34])[CH:31]=[CH:32][CH:33]=2)[CH2:9]1)[C:2]1[CH:7]=[CH:6][CH:5]=[CH:4][CH:3]=1, predict the reactants needed to synthesize it. The reactants are: [CH2:1]([N:8]1[CH2:12][C@H:11]([CH2:13][C:14]2[CH:19]=[CH:18][CH:17]=[CH:16][CH:15]=2)[C@@H:10]([CH2:20][N:21]([C:28]2[CH:33]=[CH:32][CH:31]=[C:30]([O:34]C)[CH:29]=2)[C:22]2[CH:27]=[CH:26][CH:25]=[CH:24][CH:23]=2)[CH2:9]1)[C:2]1[CH:7]=[CH:6][CH:5]=[CH:4][CH:3]=1.C(N1C[C@H](CC2C=CC=CC=2)[C@@H](C(O)=O)C1)C1C=CC=CC=1.